Predict the reaction yield, written as a fraction of the theoretical maximum amount of product (1.0 means a 100% yield; for example, 0.34 means a 34% yield). From a dataset of Reaction yield outcomes from USPTO patents with 853,638 reactions. (1) The reactants are [OH:1][CH:2]([C:13]1[CH:18]=[CH:17][CH:16]=[CH:15][CH:14]=1)[C:3]1[O:7][N:6]=[C:5]([C:8]([O:10]CC)=O)[CH:4]=1.Cl.[Cl:20][C:21]1[CH:22]=[C:23]2[C:27](=[CH:28][CH:29]=1)[NH:26][CH:25]=[C:24]2[CH2:30][CH2:31][NH2:32].CN(C(ON1N=NC2C=CC=NC1=2)=[N+](C)C)C.F[P-](F)(F)(F)(F)F.C(N(CC)C(C)C)(C)C. The catalyst is O1CCCC1.[OH-].[Na+].O.CN(C=O)C.C(OCC)(=O)C. The product is [Cl:20][C:21]1[CH:22]=[C:23]2[C:27](=[CH:28][CH:29]=1)[NH:26][CH:25]=[C:24]2[CH2:30][CH2:31][NH:32][C:8]([C:5]1[CH:4]=[C:3]([CH:2]([OH:1])[C:13]2[CH:14]=[CH:15][CH:16]=[CH:17][CH:18]=2)[O:7][N:6]=1)=[O:10]. The yield is 0.950. (2) The reactants are Cl.[OH:2][C@H:3]([C:7]1[CH:12]=[CH:11][CH:10]=[CH:9][CH:8]=1)[C:4]([OH:6])=O.[CH2:13]([C@H:20]1[CH2:24][NH:23][C@H:22]([C:25]([NH:27][C:28]2[CH:33]=[CH:32][C:31]([O:34][C:35]3[CH:40]=[CH:39][C:38]([F:41])=[CH:37][CH:36]=3)=[CH:30][CH:29]=2)=[O:26])[CH2:21]1)[C:14]1[CH:19]=[CH:18][CH:17]=[CH:16][CH:15]=1. No catalyst specified. The product is [CH2:13]([C@H:20]1[CH2:24][N:23]([C:4](=[O:6])[C@H:3]([OH:2])[C:7]2[CH:12]=[CH:11][CH:10]=[CH:9][CH:8]=2)[C@H:22]([C:25]([NH:27][C:28]2[CH:33]=[CH:32][C:31]([O:34][C:35]3[CH:36]=[CH:37][C:38]([F:41])=[CH:39][CH:40]=3)=[CH:30][CH:29]=2)=[O:26])[CH2:21]1)[C:14]1[CH:15]=[CH:16][CH:17]=[CH:18][CH:19]=1. The yield is 0.267. (3) The reactants are Br[C:2]1[CH:3]=[CH:4][C:5]2[N:6]([C:15]3[CH:20]=[CH:19][CH:18]=[CH:17][CH:16]=3)[C:7]3[C:12]([C:13]=2[CH:14]=1)=[CH:11][CH:10]=[CH:9][CH:8]=3.C([Li])CCC.[B:26](OC)([O:29]C)[O:27]C.Cl. The catalyst is CCCCCC.O1CCCC1. The product is [C:7]1([N:6]2[C:5]3[CH:13]=[CH:14][C:2]([B:26]([OH:29])[OH:27])=[CH:3][C:4]=3[C:20]3[C:15]2=[CH:16][CH:17]=[CH:18][CH:19]=3)[CH:12]=[CH:11][CH:10]=[CH:9][CH:8]=1. The yield is 0.860. (4) The reactants are ClC1C=CN=C2C=CSC=12.[F:11][C:12]1[CH:32]=[C:31]([N+:33]([O-:35])=[O:34])[CH:30]=[CH:29][C:13]=1[O:14][C:15]1[CH:20]=[CH:19][N:18]=[C:17]2[CH:21]=[C:22](C(N(C)C)=O)[S:23][C:16]=12. No catalyst specified. The product is [F:11][C:12]1[CH:32]=[C:31]([N+:33]([O-:35])=[O:34])[CH:30]=[CH:29][C:13]=1[O:14][C:15]1[CH:20]=[CH:19][N:18]=[C:17]2[CH:21]=[CH:22][S:23][C:16]=12. The yield is 0.450. (5) The product is [CH3:52][O:51][C:48]1[CH:49]=[CH:50][C:45]([C:9]([C:6]2[CH:7]=[CH:8][C:3]([O:2][CH3:1])=[CH:4][CH:5]=2)([C:39]2[CH:40]=[CH:41][CH:42]=[CH:43][CH:44]=2)[O:10][CH2:11][CH2:12][CH2:13][N:14]([C:21]2[CH:26]=[CH:25][C:24]([N:27]=[N:28][C:29]3[CH:34]=[CH:33][C:32]([N+:35]([O-:37])=[O:36])=[CH:31][C:30]=3[Cl:38])=[CH:23][CH:22]=2)[CH2:15][CH2:16][CH2:17][C:18]([O:20][C:68]2[C:69]([F:78])=[C:70]([F:77])[C:71]([F:76])=[C:72]([F:75])[C:73]=2[F:74])=[O:19])=[CH:46][CH:47]=1. The reactants are [CH3:1][O:2][C:3]1[CH:8]=[CH:7][C:6]([C:9]([C:45]2[CH:50]=[CH:49][C:48]([O:51][CH3:52])=[CH:47][CH:46]=2)([C:39]2[CH:44]=[CH:43][CH:42]=[CH:41][CH:40]=2)[O:10][CH2:11][CH2:12][CH2:13][N:14]([C:21]2[CH:26]=[CH:25][C:24]([N:27]=[N:28][C:29]3[CH:34]=[CH:33][C:32]([N+:35]([O-:37])=[O:36])=[CH:31][C:30]=3[Cl:38])=[CH:23][CH:22]=2)[CH2:15][CH2:16][CH2:17][C:18]([OH:20])=[O:19])=[CH:5][CH:4]=1.C(N(CC)CC)C.C(Cl)Cl.FC(F)(F)C(O[C:68]1[C:73]([F:74])=[C:72]([F:75])[C:71]([F:76])=[C:70]([F:77])[C:69]=1[F:78])=O. The yield is 0.410. The catalyst is CCCCCC.C(OCC)(=O)C. (6) The reactants are [Br:1][C:2]1[CH:3]=[C:4]([C:9]([F:12])([F:11])[F:10])[C:5]([OH:8])=[N:6][CH:7]=1.[H-].[Na+].[CH3:15]I.O. The catalyst is C1COCC1. The product is [Br:1][C:2]1[CH:3]=[C:4]([C:9]([F:12])([F:10])[F:11])[C:5](=[O:8])[N:6]([CH3:15])[CH:7]=1. The yield is 0.970. (7) The reactants are Cl.[CH2:2]([NH:4][C:5]([NH:7][C:8]1[CH:13]=[CH:12][C:11]([C:14]2[N:15]=[C:16]([N:24]3[CH2:29][CH2:28][O:27][CH2:26][CH2:25]3)[C:17]3[CH2:23][CH2:22][NH:21][CH2:20][C:18]=3[N:19]=2)=[CH:10][CH:9]=1)=[O:6])[CH3:3].C(N(CC)C(C)C)(C)C.CN1CCCC1=O.Br[CH2:47][CH2:48][O:49][CH3:50]. No catalyst specified. The product is [CH2:2]([NH:4][C:5]([NH:7][C:8]1[CH:9]=[CH:10][C:11]([C:14]2[N:15]=[C:16]([N:24]3[CH2:25][CH2:26][O:27][CH2:28][CH2:29]3)[C:17]3[CH2:23][CH2:22][N:21]([CH2:47][CH2:48][O:49][CH3:50])[CH2:20][C:18]=3[N:19]=2)=[CH:12][CH:13]=1)=[O:6])[CH3:3]. The yield is 0.520. (8) The reactants are [Cl:1][C:2]1[CH:7]=[CH:6][C:5]([C:8]2[CH:13]=[C:12](O)[N:11]3[N:15]=[CH:16][CH:17]=[C:10]3[N:9]=2)=[CH:4][CH:3]=1.P(Cl)(Cl)([Cl:20])=O.CN(C)C1C=CC=CC=1. No catalyst specified. The product is [Cl:20][C:12]1[N:11]2[N:15]=[CH:16][CH:17]=[C:10]2[N:9]=[C:8]([C:5]2[CH:6]=[CH:7][C:2]([Cl:1])=[CH:3][CH:4]=2)[CH:13]=1. The yield is 0.660. (9) The reactants are ClC1C=CC=C(C(OO)=[O:9])C=1.[Cl:12][C:13]1[C:22]2[C:17](=[C:18]([CH3:25])[C:19]([O:23][CH3:24])=[CH:20][CH:21]=2)[N:16]=[CH:15][CH:14]=1. The catalyst is C(Cl)(Cl)Cl. The product is [Cl:12][C:13]1[C:22]2[C:17](=[C:18]([CH3:25])[C:19]([O:23][CH3:24])=[CH:20][CH:21]=2)[N+:16]([O-:9])=[CH:15][CH:14]=1. The yield is 0.183. (10) The reactants are CC(C)([O-])C.[K+].[Cl:7][C:8]1[CH:13]=[C:12]([Cl:14])[CH:11]=[CH:10][C:9]=1[SH:15].Cl[C:17]1[CH:18]=[CH:19][C:20](=[O:23])[NH:21][N:22]=1.[OH-].[K+]. The catalyst is CN(C)C=O.O. The product is [Cl:7][C:8]1[CH:13]=[C:12]([Cl:14])[CH:11]=[CH:10][C:9]=1[S:15][C:17]1[CH:18]=[CH:19][C:20](=[O:23])[NH:21][N:22]=1. The yield is 0.150.